Task: Predict which catalyst facilitates the given reaction.. Dataset: Catalyst prediction with 721,799 reactions and 888 catalyst types from USPTO (1) Reactant: Cl.[CH3:2][O:3][C:4]1[CH:9]=[C:8]([CH2:10][O:11][CH3:12])[CH:7]=[C:6]([O:13][CH3:14])[C:5]=1[C:15]1[N:16]2[N:22]=[C:21]([O:23][CH3:24])[CH:20]=[C:17]2[S:18][CH:19]=1.[N:25]([O-])=[O:26].[Na+].[OH-].[Na+]. Product: [CH3:2][O:3][C:4]1[CH:9]=[C:8]([CH2:10][O:11][CH3:12])[CH:7]=[C:6]([O:13][CH3:14])[C:5]=1[C:15]1[N:16]2[N:22]=[C:21]([O:23][CH3:24])[C:20]([N:25]=[O:26])=[C:17]2[S:18][CH:19]=1. The catalyst class is: 84. (2) Reactant: [CH3:1][N:2]([CH3:23])[C:3]([N:5]1[CH2:9][CH:8]2[CH2:10][C:11]([CH2:16][CH:17]3[CH2:22][CH2:21][CH2:20][CH2:19][CH2:18]3)([N:13]=C=O)[CH2:12][CH:7]2[CH2:6]1)=[O:4].N. Product: [CH3:23][N:2]([CH3:1])[C:3]([N:5]1[CH2:9][CH:8]2[CH2:10][C:11]([NH2:13])([CH2:16][CH:17]3[CH2:18][CH2:19][CH2:20][CH2:21][CH2:22]3)[CH2:12][CH:7]2[CH2:6]1)=[O:4]. The catalyst class is: 33. (3) Reactant: [Cl-].O[NH3+:3].[C:4](=[O:7])([O-])[OH:5].[Na+].CS(C)=O.[Si]([O:20][CH2:21][CH2:22][N:23]1[C:28](=[O:29])[C:27]([CH2:30][C:31]2[CH:36]=[CH:35][C:34]([C:37]3[C:38]([C:43]#[N:44])=[CH:39][CH:40]=[CH:41][CH:42]=3)=[CH:33][CH:32]=2)=[C:26]([CH2:45][CH2:46][CH3:47])[N:25]2[N:48]=[CH:49][N:50]=[C:24]12)(C(C)(C)C)(C)C. Product: [OH:20][CH2:21][CH2:22][N:23]1[C:28](=[O:29])[C:27]([CH2:30][C:31]2[CH:36]=[CH:35][C:34]([C:37]3[CH:42]=[CH:41][CH:40]=[CH:39][C:38]=3[C:43]3[NH:44][C:4](=[O:7])[O:5][N:3]=3)=[CH:33][CH:32]=2)=[C:26]([CH2:45][CH2:46][CH3:47])[N:25]2[N:48]=[CH:49][N:50]=[C:24]12. The catalyst class is: 69. (4) Reactant: [CH3:1][O:2][C:3]1[CH:4]=[N:5][C:6]([NH2:9])=[N:7][CH:8]=1.[C:10](Cl)(=[O:16])[CH2:11][CH2:12][CH2:13][CH2:14][CH3:15].NCC(O)=O. Product: [CH3:1][O:2][C:3]1[CH:4]=[N:5][C:6]([NH:9][C:10](=[O:16])[CH2:11][CH2:12][CH2:13][CH2:14][CH3:15])=[N:7][CH:8]=1. The catalyst class is: 17. (5) Reactant: [CH3:1][O:2][C:3]1[CH:8]=[CH:7][C:6]2=[N:9][C:10]([C:12]3[CH:13]=[CH:14][C:15]([CH3:19])=[C:16]([CH:18]=3)[NH2:17])=[CH:11][N:5]2[N:4]=1.C([O-])([O-])=O.[K+].[K+].[F:26][C:27]1[CH:34]=[CH:33][C:30]([CH2:31]Br)=[CH:29][CH:28]=1. Product: [F:26][C:27]1[CH:34]=[CH:33][C:30]([CH2:31][NH:17][C:16]2[CH:18]=[C:12]([C:10]3[N:9]=[C:6]4[CH:7]=[CH:8][C:3]([O:2][CH3:1])=[N:4][N:5]4[CH:11]=3)[CH:13]=[CH:14][C:15]=2[CH3:19])=[CH:29][CH:28]=1. The catalyst class is: 10. (6) Reactant: [C:1]([S:20][CH2:21][CH2:22][NH:23][C:24]1[C:29]([C:30]([O:32]CC)=[O:31])=[CH:28][N:27]=[CH:26][N:25]=1)([C:14]1[CH:19]=[CH:18][CH:17]=[CH:16][CH:15]=1)([C:8]1[CH:13]=[CH:12][CH:11]=[CH:10][CH:9]=1)[C:2]1[CH:7]=[CH:6][CH:5]=[CH:4][CH:3]=1.CO.[Li+:37].[OH-]. The catalyst class is: 20. Product: [C:1]([S:20][CH2:21][CH2:22][NH:23][C:24]1[C:29]([C:30]([O-:32])=[O:31])=[CH:28][N:27]=[CH:26][N:25]=1)([C:14]1[CH:19]=[CH:18][CH:17]=[CH:16][CH:15]=1)([C:2]1[CH:3]=[CH:4][CH:5]=[CH:6][CH:7]=1)[C:8]1[CH:9]=[CH:10][CH:11]=[CH:12][CH:13]=1.[Li+:37]. (7) Reactant: Cl[CH2:2][C:3]1[S:7][C:6]([CH3:8])=[N:5][CH:4]=1.[C:9]1([CH:15]2[CH2:20][CH2:19][NH:18][CH2:17][CH2:16]2)[CH:14]=[CH:13][CH:12]=[CH:11][CH:10]=1.CCN(C(C)C)C(C)C. Product: [CH3:8][C:6]1[S:7][C:3]([CH2:2][N:18]2[CH2:19][CH2:20][CH:15]([C:9]3[CH:14]=[CH:13][CH:12]=[CH:11][CH:10]=3)[CH2:16][CH2:17]2)=[CH:4][N:5]=1. The catalyst class is: 2.